This data is from Forward reaction prediction with 1.9M reactions from USPTO patents (1976-2016). The task is: Predict the product of the given reaction. (1) The product is: [NH2:1][C:2]1[C:3]2[C:10]([F:11])=[CH:9][N:8]([C@@H:12]3[O:16][C@@:15]([CH2:17][OH:18])([C:19]#[CH:29])[C@@H:14]([O:21][Si:22]([C:25]([CH3:27])([CH3:28])[CH3:26])([CH3:23])[CH3:24])[CH2:13]3)[C:4]=2[N:5]=[CH:6][N:7]=1. Given the reactants [NH2:1][C:2]1[C:3]2[C:10]([F:11])=[CH:9][N:8]([C@@H:12]3[O:16][C@@:15]([CH2:19]O)([CH:17]=[O:18])[C@@H:14]([O:21][Si:22]([C:25]([CH3:28])([CH3:27])[CH3:26])([CH3:24])[CH3:23])[CH2:13]3)[C:4]=2[N:5]=[CH:6][N:7]=1.[C:29](=O)([O-])[O-].[K+].[K+].[N+](=C(P(=O)(OC)OC)C(=O)C)=[N-], predict the reaction product. (2) Given the reactants Cl.[NH2:2][C@H:3]1[C:12]2[C:7]3=[C:8]([C:13]4[N:14]([C:17]5[CH:18]=[C:19]([C:30]([O:32][CH3:33])=[O:31])[CH:20]=[CH:21][C:22]=5[C:23]=4[CH:24]4[CH2:29][CH2:28][CH2:27][CH2:26][CH2:25]4)[CH2:15][CH2:16][N:6]3[CH2:5][CH2:4]1)[CH:9]=[CH:10][CH:11]=2.CCN(CC)CC.[C:41](Cl)([CH3:43])=[O:42], predict the reaction product. The product is: [C:41]([NH:2][C@H:3]1[C:12]2[C:7]3=[C:8]([C:13]4[N:14]([C:17]5[CH:18]=[C:19]([C:30]([O:32][CH3:33])=[O:31])[CH:20]=[CH:21][C:22]=5[C:23]=4[CH:24]4[CH2:29][CH2:28][CH2:27][CH2:26][CH2:25]4)[CH2:15][CH2:16][N:6]3[CH2:5][CH2:4]1)[CH:9]=[CH:10][CH:11]=2)(=[O:42])[CH3:43].